Dataset: Forward reaction prediction with 1.9M reactions from USPTO patents (1976-2016). Task: Predict the product of the given reaction. (1) Given the reactants Cl[C:2]1[N:10]=[C:9]([C:11](=[O:16])[CH2:12][CH2:13][CH2:14][CH3:15])[N:8]=[C:7]2[C:3]=1[N:4]=[CH:5][N:6]2[CH:17]1[CH2:21][CH2:20][CH2:19][O:18]1.[NH3:22], predict the reaction product. The product is: [NH2:22][C:2]1[N:10]=[C:9]([C:11](=[O:16])[CH2:12][CH2:13][CH2:14][CH3:15])[N:8]=[C:7]2[C:3]=1[N:4]=[CH:5][N:6]2[CH:17]1[CH2:21][CH2:20][CH2:19][O:18]1. (2) Given the reactants [Br:1][C:2]1[C:3](Cl)=[N:4][CH:5]=[C:6]([CH:23]=1)[C:7]([NH:9][C:10]1[CH:15]=[CH:14][C:13]([O:16][C:17]([F:22])([F:21])[CH:18]([F:20])[F:19])=[CH:12][CH:11]=1)=[O:8].[NH:25]1[CH2:29][CH2:28][C@@H:27]([OH:30])[CH2:26]1, predict the reaction product. The product is: [Br:1][C:2]1[C:3]([N:25]2[CH2:29][CH2:28][C@@H:27]([OH:30])[CH2:26]2)=[N:4][CH:5]=[C:6]([CH:23]=1)[C:7]([NH:9][C:10]1[CH:15]=[CH:14][C:13]([O:16][C:17]([F:22])([F:21])[CH:18]([F:20])[F:19])=[CH:12][CH:11]=1)=[O:8]. (3) Given the reactants Cl[C:2]1[CH:7]=[C:6]([CH3:8])[N:5]=[C:4]([NH:9][C:10]2[CH:15]=[CH:14][C:13]([N:16]3[CH:20]=[C:19]([CH3:21])[N:18]=[CH:17]3)=[C:12]([O:22][CH3:23])[CH:11]=2)[N:3]=1.[O-:24][CH2:25][CH3:26].[Na+], predict the reaction product. The product is: [CH2:25]([O:24][C:2]1[CH:7]=[C:6]([CH3:8])[N:5]=[C:4]([NH:9][C:10]2[CH:15]=[CH:14][C:13]([N:16]3[CH:20]=[C:19]([CH3:21])[N:18]=[CH:17]3)=[C:12]([O:22][CH3:23])[CH:11]=2)[N:3]=1)[CH3:26]. (4) Given the reactants [Br:1][C:2]1[CH:7]=[CH:6][C:5]([CH:8]([CH3:12])[C:9](O)=[O:10])=[CH:4][CH:3]=1.CN(C)C=O.C(Cl)(=O)C([Cl:21])=O, predict the reaction product. The product is: [Br:1][C:2]1[CH:7]=[CH:6][C:5]([CH:8]([CH3:12])[C:9]([Cl:21])=[O:10])=[CH:4][CH:3]=1. (5) Given the reactants [NH2:1][CH2:2][C:3]([CH3:6])([OH:5])[CH3:4].[O:7]1[CH2:12][CH2:11][C:10](=O)[CH2:9][CH2:8]1.C([BH3-])#N.[Na+].C([O-])(O)=O.[Na+], predict the reaction product. The product is: [CH3:4][C:3]([OH:5])([CH3:6])[CH2:2][NH:1][CH:10]1[CH2:11][CH2:12][O:7][CH2:8][CH2:9]1. (6) Given the reactants Br[C:2]1[C:12]2[O:11][CH2:10][CH2:9][N:8]([C:13]([O:15][C:16]([CH3:19])([CH3:18])[CH3:17])=[O:14])[CH2:7][C:6]=2[CH:5]=[CH:4][CH:3]=1.[CH3:20][C:21]1[S:22][C:23](B2OC(C)(C)C(C)(C)O2)=[C:24]([CH3:26])[N:25]=1.C(=O)([O-])[O-].[Na+].[Na+].O, predict the reaction product. The product is: [CH3:20][C:21]1[S:22][C:23]([C:2]2[C:12]3[O:11][CH2:10][CH2:9][N:8]([C:13]([O:15][C:16]([CH3:19])([CH3:18])[CH3:17])=[O:14])[CH2:7][C:6]=3[CH:5]=[CH:4][CH:3]=2)=[C:24]([CH3:26])[N:25]=1. (7) Given the reactants [N:1]([CH2:4][C@@H:5]1[C@@H:22]([C@@:23]2([CH3:46])[CH2:28][CH2:27][C@H:26]([O:29][Si:30]([C:33]([CH3:36])([CH3:35])[CH3:34])([CH3:32])[CH3:31])[CH2:25][C@@H:24]2[CH2:37][O:38][Si:39]([C:42]([CH3:45])([CH3:44])[CH3:43])([CH3:41])[CH3:40])[CH2:21][CH2:20][C@@:19]2([CH3:47])[C@H:6]1[CH2:7][C@H:8]1[C@@H:18]2[C@H:17]([CH3:48])[C@@:10]2([CH2:15][CH2:14][C@@H:13]([CH3:16])[CH2:12][O:11]2)[O:9]1)=[N+]=[N-], predict the reaction product. The product is: [Si:30]([O:29][C@H:26]1[CH2:27][CH2:28][C@@:23]([C@H:22]2[CH2:21][CH2:20][C@@:19]3([CH3:47])[C@@H:6]([CH2:7][C@H:8]4[C@@H:18]3[C@H:17]([CH3:48])[C@@:10]3([CH2:15][CH2:14][C@@H:13]([CH3:16])[CH2:12][O:11]3)[O:9]4)[C@@H:5]2[CH2:4][NH2:1])([CH3:46])[C@@H:24]([CH2:37][O:38][Si:39]([C:42]([CH3:44])([CH3:43])[CH3:45])([CH3:40])[CH3:41])[CH2:25]1)([C:33]([CH3:34])([CH3:35])[CH3:36])([CH3:31])[CH3:32].